Dataset: Full USPTO retrosynthesis dataset with 1.9M reactions from patents (1976-2016). Task: Predict the reactants needed to synthesize the given product. (1) Given the product [CH3:23][S:24]([O:15][CH2:14][CH:9]1[C:8]([C:4]2[CH:5]=[CH:6][CH:7]=[C:2]([Br:1])[CH:3]=2)=[CH:13][CH2:12][O:11][CH2:10]1)(=[O:26])=[O:25], predict the reactants needed to synthesize it. The reactants are: [Br:1][C:2]1[CH:3]=[C:4]([C:8]2[CH:9]([CH2:14][OH:15])[CH2:10][O:11][CH2:12][CH:13]=2)[CH:5]=[CH:6][CH:7]=1.C(N(CC)CC)C.[CH3:23][S:24](Cl)(=[O:26])=[O:25]. (2) Given the product [C:1]1([C:7]2[N:11]=[C:10]([C:12]3[N:16]([C:17]4[CH:18]=[C:19]([CH:34]=[CH:35][CH:36]=4)[CH2:20][NH:21][C:22](=[O:33])[CH:23]([NH2:25])[CH3:24])[N:15]=[C:14]([C:37]([F:38])([F:39])[F:40])[CH:13]=3)[O:9][N:8]=2)[CH:2]=[CH:3][CH:4]=[CH:5][CH:6]=1, predict the reactants needed to synthesize it. The reactants are: [C:1]1([C:7]2[N:11]=[C:10]([C:12]3[N:16]([C:17]4[CH:18]=[C:19]([CH:34]=[CH:35][CH:36]=4)[CH2:20][NH:21][C:22](=[O:33])[CH:23]([NH:25]C(=O)OC(C)(C)C)[CH3:24])[N:15]=[C:14]([C:37]([F:40])([F:39])[F:38])[CH:13]=3)[O:9][N:8]=2)[CH:6]=[CH:5][CH:4]=[CH:3][CH:2]=1.FC(F)(F)C(O)=O. (3) Given the product [NH:26]1[C:34]2[C:29](=[C:30]([NH:35][C:23]([C:19]3[CH:18]=[C:17]([N:14]4[CH2:15][CH2:16][CH:11]([N:3]5[C:4]6[C:5](=[N:6][CH:7]=[CH:8][CH:9]=6)[NH:10][C:2]5=[O:1])[CH2:12][CH2:13]4)[N:22]=[CH:21][N:20]=3)=[O:25])[CH:31]=[CH:32][CH:33]=2)[CH:28]=[N:27]1, predict the reactants needed to synthesize it. The reactants are: [O:1]=[C:2]1[NH:10][C:5]2=[N:6][CH:7]=[CH:8][CH:9]=[C:4]2[N:3]1[CH:11]1[CH2:16][CH2:15][N:14]([C:17]2[N:22]=[CH:21][N:20]=[C:19]([C:23]([OH:25])=O)[CH:18]=2)[CH2:13][CH2:12]1.[NH:26]1[C:34]2[C:29](=[C:30]([NH2:35])[CH:31]=[CH:32][CH:33]=2)[CH:28]=[N:27]1.CN(C(ON1N=NC2C=CC=CC1=2)=[N+](C)C)C.[B-](F)(F)(F)F. (4) Given the product [CH2:4]([CH:7]1[CH2:8][CH2:9][CH:10]([C:14]2[CH:19]=[CH:18][C:17]([C:20]3[CH:25]=[CH:24][C:23]([CH:26]4[CH2:31][CH2:30][CH:29]([CH2:32][CH2:33][CH3:34])[CH2:28][CH2:27]4)=[C:22]([F:35])[C:21]=3[F:36])=[C:16]([F:37])[C:15]=2[F:38])[CH2:11][O:12]1)[CH2:5][CH3:6], predict the reactants needed to synthesize it. The reactants are: ClCCl.[CH2:4]([CH:7]1[O:12][CH:11](O)[CH:10]([C:14]2[CH:19]=[CH:18][C:17]([C:20]3[CH:25]=[CH:24][C:23]([CH:26]4[CH2:31][CH2:30][CH:29]([CH2:32][CH2:33][CH3:34])[CH2:28][CH2:27]4)=[C:22]([F:35])[C:21]=3[F:36])=[C:16]([F:37])[C:15]=2[F:38])[CH2:9][CH2:8]1)[CH2:5][CH3:6].C([SiH](CC)CC)C. (5) Given the product [NH:1]1[C:5]2[CH:6]=[CH:7][C:8]([N:10]3[CH:16]([C:15]4[CH:18]=[CH:19][C:12]([Br:11])=[CH:13][CH:14]=4)[C:32](=[N:31][CH:33]4[CH2:38][CH2:37][CH2:36][CH2:35][CH2:34]4)[NH:23][C:22]3=[O:20])=[CH:9][C:4]=2[N:3]=[CH:2]1, predict the reactants needed to synthesize it. The reactants are: [NH:1]1[C:5]2[CH:6]=[CH:7][C:8]([NH2:10])=[CH:9][C:4]=2[N:3]=[CH:2]1.[Br:11][C:12]1[CH:19]=[CH:18][C:15]([CH:16]=O)=[CH:14][CH:13]=1.[O:20]([C:22]#[N:23])[K].Cl.N1C=CC=CC=1.[N+:31]([CH:33]1[CH2:38][CH2:37][CH2:36][CH2:35][CH2:34]1)#[C-:32].